Dataset: Aqueous solubility values for 9,982 compounds from the AqSolDB database. Task: Regression/Classification. Given a drug SMILES string, predict its absorption, distribution, metabolism, or excretion properties. Task type varies by dataset: regression for continuous measurements (e.g., permeability, clearance, half-life) or binary classification for categorical outcomes (e.g., BBB penetration, CYP inhibition). For this dataset (solubility_aqsoldb), we predict Y. (1) The molecule is OCc1cc(O)ccc1O. The Y is 0.853 log mol/L. (2) The Y is -1.20 log mol/L. The drug is COC(=O)[C@H]1C2C=CC(C2)[C@H]1C(=O)OC. (3) The drug is COC1OC(COS(=O)(=O)c2ccc(C)cc2)C2OC(C)(C)OC12. The Y is -4.16 log mol/L.